From a dataset of Forward reaction prediction with 1.9M reactions from USPTO patents (1976-2016). Predict the product of the given reaction. (1) Given the reactants Cl[C:2]1[CH:10]=[CH:9][C:5]([C:6]([NH2:8])=[O:7])=[C:4]([O:11][C:12]2[CH:17]=[CH:16][C:15]([O:18][C:19]3[CH:24]=[CH:23][CH:22]=[C:21]([C:25]#[N:26])[CH:20]=3)=[CH:14][CH:13]=2)[N:3]=1.[C:27]([O:31][C:32]([N:34]1[CH2:38][CH:37]=[C:36](B2OC(C)(C)C(C)(C)O2)[CH2:35]1)=[O:33])([CH3:30])([CH3:29])[CH3:28].C(=O)([O-])[O-].[Cs+].[Cs+], predict the reaction product. The product is: [C:27]([O:31][C:32]([N:34]1[CH2:38][CH:37]=[C:36]([C:2]2[CH:10]=[CH:9][C:5]([C:6](=[O:7])[NH2:8])=[C:4]([O:11][C:12]3[CH:17]=[CH:16][C:15]([O:18][C:19]4[CH:24]=[CH:23][CH:22]=[C:21]([C:25]#[N:26])[CH:20]=4)=[CH:14][CH:13]=3)[N:3]=2)[CH2:35]1)=[O:33])([CH3:30])([CH3:28])[CH3:29]. (2) The product is: [C:28]([C:25]1[CH:26]=[CH:27][C:22]([O:21][CH2:20][C:18]2[N:19]=[C:14]([S:1][C:2]3[CH:3]=[C:4]([CH:8]=[CH:9][CH:10]=3)[C:5]([OH:7])=[O:6])[CH:15]=[CH:16][CH:17]=2)=[C:23]([CH2:32][CH2:33][CH3:34])[C:24]=1[OH:31])(=[O:30])[CH3:29]. Given the reactants [SH:1][C:2]1[CH:3]=[C:4]([CH:8]=[CH:9][CH:10]=1)[C:5]([OH:7])=[O:6].[H-].[Na+].Br[C:14]1[N:19]=[C:18]([CH2:20][O:21][C:22]2[CH:27]=[CH:26][C:25]([C:28](=[O:30])[CH3:29])=[C:24]([OH:31])[C:23]=2[CH2:32][CH2:33][CH3:34])[CH:17]=[CH:16][CH:15]=1.C(OCC)C, predict the reaction product. (3) Given the reactants C([O:3][C:4](=[O:20])[C@@H:5]([O:18][CH3:19])[CH2:6][C:7]1[CH:12]=[CH:11][C:10]([O:13][CH2:14][C:15]([OH:17])=O)=[CH:9][CH:8]=1)C.[CH2:21]([NH:23][CH:24]([CH3:34])[CH2:25][C:26]1[CH:31]=[CH:30][C:29]([O:32][CH3:33])=[CH:28][CH:27]=1)[CH3:22].C(O[C@@H](CC1C=CC(O[C@@H](C(=O)NCCC2C=CC(OC3C=CC=CC=3)=CC=2)C)=CC=1)C(O)=O)C, predict the reaction product. The product is: [CH2:21]([N:23]([CH:24]([CH3:34])[CH2:25][C:26]1[CH:27]=[CH:28][C:29]([O:32][CH3:33])=[CH:30][CH:31]=1)[C:15]([CH2:14][O:13][C:10]1[CH:9]=[CH:8][C:7]([CH2:6][C@H:5]([O:18][CH3:19])[C:4]([OH:3])=[O:20])=[CH:12][CH:11]=1)=[O:17])[CH3:22].